Dataset: Full USPTO retrosynthesis dataset with 1.9M reactions from patents (1976-2016). Task: Predict the reactants needed to synthesize the given product. (1) Given the product [Cl:1][CH2:2][C:3]([NH:5][C:6]1[CH:11]=[C:10]([N:12]2[CH:16]=[CH:15][CH:14]=[N:13]2)[N:9]=[C:8]([C:17]2[O:18][C:19]([CH3:22])=[CH:20][CH:21]=2)[N:7]=1)=[O:4], predict the reactants needed to synthesize it. The reactants are: [Cl:1][CH2:2][C:3]([NH:5][C:6]1[CH:11]=[C:10]([N:12]2[CH:16]=[CH:15][CH:14]=[N:13]2)[N:9]=[C:8]([C:17]2[O:18][CH:19]=[CH:20][CH:21]=2)[N:7]=1)=[O:4].[CH3:22]C1OC(C(N)=N)=CC=1. (2) The reactants are: B1([C:12]2[O:16][CH:15]=[CH:14][CH:13]=2)OC(=O)CN(C)CC(=O)O1.Br[C:18]1[CH:23]=[CH:22][N:21]=[C:20]([O:24][CH3:25])[CH:19]=1.C1(P(C2CCCCC2)C2C=CC=CC=2C2C(OC)=CC=CC=2OC)CCCCC1.P([O-])([O-])([O-])=O.[K+].[K+].[K+]. Given the product [O:16]1[CH:15]=[CH:14][CH:13]=[C:12]1[C:18]1[CH:23]=[CH:22][N:21]=[C:20]([O:24][CH3:25])[CH:19]=1, predict the reactants needed to synthesize it. (3) The reactants are: [Br:1][C:2]1[CH:7]=[CH:6][C:5]([N+:8]([O-:10])=[O:9])=[C:4](F)[CH:3]=1.[CH3:12][N:13]1[CH2:18][CH2:17][CH:16]([NH2:19])[CH2:15][CH2:14]1. Given the product [Br:1][C:2]1[CH:7]=[CH:6][C:5]([N+:8]([O-:10])=[O:9])=[C:4]([NH:19][CH:16]2[CH2:17][CH2:18][N:13]([CH3:12])[CH2:14][CH2:15]2)[CH:3]=1, predict the reactants needed to synthesize it.